From a dataset of Reaction yield outcomes from USPTO patents with 853,638 reactions. Predict the reaction yield, written as a fraction of the theoretical maximum amount of product (1.0 means a 100% yield; for example, 0.34 means a 34% yield). (1) The reactants are [C:1](/[C:3](=[CH:7]\[C:8]1[CH:13]=[CH:12][CH:11]=[CH:10][CH:9]=1)/[C:4]([NH2:6])=[O:5])#[N:2].Cl. The catalyst is C(O)C.[Pd]. The product is [NH2:2][CH2:1][CH:3]([CH2:7][C:8]1[CH:13]=[CH:12][CH:11]=[CH:10][CH:9]=1)[C:4]([NH2:6])=[O:5]. The yield is 1.00. (2) The reactants are [CH3:1][O:2][C:3]1[CH:4]=[C:5]([C:13]2[CH:14]=[C:15]3[CH2:21][C:20](=[O:22])[NH:19][C:16]3=[N:17][CH:18]=2)[CH:6]=[C:7]([O:11][CH3:12])[C:8]=1[O:9][CH3:10].[C:23]([C:25]1[CH:32]=[CH:31][C:28]([CH:29]=O)=[CH:27][CH:26]=1)#[N:24].C(N(CC)CC)C. The catalyst is C1(C)C=CC=CC=1. The product is [O:22]=[C:20]1[NH:19][C:16]2=[N:17][CH:18]=[C:13]([C:5]3[CH:6]=[C:7]([O:11][CH3:12])[C:8]([O:9][CH3:10])=[C:3]([O:2][CH3:1])[CH:4]=3)[CH:14]=[C:15]2[C:21]1=[CH:29][C:28]1[CH:31]=[CH:32][C:25]([C:23]#[N:24])=[CH:26][CH:27]=1. The yield is 0.540. (3) The reactants are Cl.[N:2]1[CH:7]=[CH:6][CH:5]=[CH:4][C:3]=1[CH2:8]Cl.[Cl:10][C:11]1[C:19]2[C:14](=[CH:15][CH:16]=[C:17]([N+:20]([O-:22])=[O:21])[CH:18]=2)[NH:13][CH:12]=1.C(=O)([O-])[O-].[K+].[K+]. The catalyst is CN(C=O)C. The product is [Cl:10][C:11]1[C:19]2[C:14](=[CH:15][CH:16]=[C:17]([N+:20]([O-:22])=[O:21])[CH:18]=2)[N:13]([CH2:8][C:3]2[CH:4]=[CH:5][CH:6]=[CH:7][N:2]=2)[CH:12]=1. The yield is 0.880. (4) The reactants are [OH:1][CH2:2][C:3]1[CH:4]=[CH:5][C:6]([CH3:13])=[C:7]([CH:12]=1)[C:8]([O:10][CH3:11])=[O:9].C(Cl)(=O)C(Cl)=O.CS(C)=O.CCN(CC)CC. The catalyst is C(Cl)Cl. The product is [CH:2]([C:3]1[CH:4]=[CH:5][C:6]([CH3:13])=[C:7]([CH:12]=1)[C:8]([O:10][CH3:11])=[O:9])=[O:1]. The yield is 0.710. (5) The catalyst is CO.O. The yield is 0.920. The product is [C:15]([O:14][C:12]([NH:11][CH2:10][C:7]1[CH:8]=[CH:9][C:4]([C:3]([OH:22])=[O:2])=[C:5]([N+:19]([O-:21])=[O:20])[CH:6]=1)=[O:13])([CH3:18])([CH3:16])[CH3:17]. The reactants are C[O:2][C:3](=[O:22])[C:4]1[CH:9]=[CH:8][C:7]([CH2:10][NH:11][C:12]([O:14][C:15]([CH3:18])([CH3:17])[CH3:16])=[O:13])=[CH:6][C:5]=1[N+:19]([O-:21])=[O:20].[OH-].[Li+].CCOCC. (6) The reactants are Cl.[NH2:2][C@H:3]1[CH2:8][CH2:7][C@H:6]([C:9](O)=[O:10])[CH2:5][CH2:4]1.COCCO[AlH2-]OCCOC.[Na+].[OH-].[Na+]. The catalyst is O. The product is [NH2:2][C@H:3]1[CH2:8][CH2:7][C@H:6]([CH2:9][OH:10])[CH2:5][CH2:4]1. The yield is 0.500. (7) The reactants are [Cr](Cl)([O-])(=O)=O.[NH+]1[CH:11]=[CH:10][CH:9]=[CH:8][CH:7]=1.C(Cl)Cl. The catalyst is CCOCC. The product is [CH:7]1[C:11]2[C:11](=[CH:7][CH:8]=[CH:9][CH:10]=2)[CH:10]=[CH:9][CH:8]=1. The yield is 0.810. (8) The reactants are [I:1][C:2]1[CH:7]=[N:6][C:5]2=[CH:8][N:9]([CH2:11][C:12](=[O:14])[CH3:13])[N:10]=[C:4]2[CH:3]=1.Cl[CH2:16]C(=O)C.C(=O)([O-])[O-].[K+].[K+].[I:26][C:27]1[CH:28]=[C:29]2[NH:35][N:34]=[CH:33][C:30]2=[N:31][CH:32]=1. No catalyst specified. The product is [NH2:6][C:5]([CH3:16])([CH2:4][N:34]1[CH:33]=[C:30]2[N:31]=[CH:32][C:27]([I:26])=[CH:28][C:29]2=[N:35]1)[C:8]#[N:9].[I:1][C:2]1[CH:7]=[N:6][C:5]2=[CH:8][N:9]([CH2:11][C:12](=[O:14])[CH3:13])[N:10]=[C:4]2[CH:3]=1.[I:1][C:2]1[CH:3]=[C:4]2[NH:10][N:9]=[CH:8][C:5]2=[N:6][CH:7]=1. The yield is 0.660. (9) The reactants are Cl[C:2]1[N:3]=[N:4][CH:5]=[C:6]([C:8]([N:10]2[CH2:15][CH2:14][CH2:13][CH:12]([C:16]3[CH:21]=[CH:20][C:19]([Cl:22])=[CH:18][C:17]=3[C:23]([F:26])([F:25])[F:24])[CH2:11]2)=[O:9])[CH:7]=1.[CH3:27][NH2:28]. No catalyst specified. The product is [Cl:22][C:19]1[CH:20]=[CH:21][C:16]([CH:12]2[CH2:13][CH2:14][CH2:15][N:10]([C:8]([C:6]3[CH:7]=[C:2]([NH:28][CH3:27])[N:3]=[N:4][CH:5]=3)=[O:9])[CH2:11]2)=[C:17]([C:23]([F:26])([F:25])[F:24])[CH:18]=1. The yield is 0.479. (10) The reactants are [NH2:1][C:2]1[N:3]=[C:4]2[CH:9]=[CH:8][C:7]([O:10][C:11]3[CH:12]=[C:13]([NH:17][C:18](=[O:29])[C:19]4[CH:24]=[CH:23][CH:22]=[C:21]([C:25]([F:28])([F:27])[F:26])[CH:20]=4)[CH:14]=[CH:15][CH:16]=3)=[N:6][N:5]2[CH:30]=1.[C:31](Cl)(=[O:38])[O:32][CH2:33][C:34]([Cl:37])([Cl:36])[Cl:35].C(N(CC)CC)C. The catalyst is O1CCCC1. The product is [Cl:35][C:34]([Cl:37])([Cl:36])[CH2:33][O:32][C:31](=[O:38])[NH:1][C:2]1[N:3]=[C:4]2[CH:9]=[CH:8][C:7]([O:10][C:11]3[CH:16]=[CH:15][CH:14]=[C:13]([NH:17][C:18](=[O:29])[C:19]4[CH:24]=[CH:23][CH:22]=[C:21]([C:25]([F:28])([F:27])[F:26])[CH:20]=4)[CH:12]=3)=[N:6][N:5]2[CH:30]=1. The yield is 0.760.